From a dataset of Reaction yield outcomes from USPTO patents with 853,638 reactions. Predict the reaction yield, written as a fraction of the theoretical maximum amount of product (1.0 means a 100% yield; for example, 0.34 means a 34% yield). (1) The reactants are [CH2:1]([O:3][P:4]([CH:9]=[CH:10][CH:11]1[CH:18]2[CH:14]([O:15]C(C)(C)[O:17]2)[CH:13]([N:21]2[C:25]3[N:26]=[CH:27][N:28]=[C:29]([NH:30][C:31](=[O:38])[C:32]4[CH:37]=[CH:36][CH:35]=[CH:34][CH:33]=4)[C:24]=3[N:23]=[N:22]2)[O:12]1)(=[O:8])[O:5][CH2:6][CH3:7])[CH3:2]. The catalyst is C(O)(C(F)(F)F)=O.O. The product is [CH2:6]([O:5][P:4]([CH:9]=[CH:10][CH:11]1[CH:18]([OH:17])[CH:14]([OH:15])[CH:13]([N:21]2[C:25]3[N:26]=[CH:27][N:28]=[C:29]([NH:30][C:31](=[O:38])[C:32]4[CH:37]=[CH:36][CH:35]=[CH:34][CH:33]=4)[C:24]=3[N:23]=[N:22]2)[O:12]1)(=[O:8])[O:3][CH2:1][CH3:2])[CH3:7]. The yield is 0.700. (2) The reactants are [OH:1][CH2:2][C:3]([NH:7][S:8]([C:11]1[CH:12]=[N:13][C:14](Cl)=[C:15]([Br:17])[CH:16]=1)(=[O:10])=[O:9])([CH2:5][OH:6])[CH3:4].[CH3:19][O-:20].[Na+].Cl. The catalyst is CO. The product is [OH:1][CH2:2][C:3]([NH:7][S:8]([C:11]1[CH:12]=[N:13][C:14]([O:20][CH3:19])=[C:15]([Br:17])[CH:16]=1)(=[O:10])=[O:9])([CH2:5][OH:6])[CH3:4]. The yield is 0.510. (3) The reactants are [CH2:1]([O:8][C:9]1[C:13]([O:14][CH2:15][C:16]2[CH:21]=[CH:20][CH:19]=[CH:18][CH:17]=2)=[C:12]([C:22]([O:24]CC)=[O:23])[N:11]([C:27]2[CH:32]=[CH:31][C:30]([O:33][CH3:34])=[CH:29][CH:28]=2)[C:10]=1[C:35]([O:37]CC)=[O:36])[C:2]1[CH:7]=[CH:6][CH:5]=[CH:4][CH:3]=1.[OH-].[Na+].C1COCC1.Cl. The catalyst is C(O)C. The product is [CH2:1]([O:8][C:9]1[C:13]([O:14][CH2:15][C:16]2[CH:21]=[CH:20][CH:19]=[CH:18][CH:17]=2)=[C:12]([C:22]([OH:24])=[O:23])[N:11]([C:27]2[CH:28]=[CH:29][C:30]([O:33][CH3:34])=[CH:31][CH:32]=2)[C:10]=1[C:35]([OH:37])=[O:36])[C:2]1[CH:3]=[CH:4][CH:5]=[CH:6][CH:7]=1. The yield is 0.670.